The task is: Predict the reaction yield, written as a fraction of the theoretical maximum amount of product (1.0 means a 100% yield; for example, 0.34 means a 34% yield).. This data is from Reaction yield outcomes from USPTO patents with 853,638 reactions. (1) The reactants are [F:1][C:2]1[CH:3]=[C:4]([B:10]([OH:12])[OH:11])[CH:5]=[CH:6][C:7]=1[C:8]#[N:9].O[C:14]([C:17](O)([CH3:19])[CH3:18])([CH3:16])[CH3:15]. The catalyst is C1CCCCC1. The product is [F:1][C:2]1[CH:3]=[C:4]([B:10]2[O:12][C:17]([CH3:19])([CH3:18])[C:14]([CH3:16])([CH3:15])[O:11]2)[CH:5]=[CH:6][C:7]=1[C:8]#[N:9]. The yield is 0.856. (2) The reactants are [F:1][C:2]([F:14])([F:13])[O:3][C:4]1[CH:5]=[C:6]([CH:10]=[CH:11][CH:12]=1)[C:7](Cl)=[O:8].[Br:15][C:16]1[CH:20]=[N:19][N:18]([CH3:21])[C:17]=1[C:22]1[CH:23]=[C:24]([CH:26]=[CH:27][C:28]=1[O:29][CH2:30][C:31]([CH3:36])([N+:33]([O-])=O)[CH3:32])[NH2:25].C(N(CC)C(C)C)(C)C. The catalyst is ClCCl. The product is [NH2:33][C:31]([CH3:36])([CH3:32])[CH2:30][O:29][C:28]1[CH:27]=[CH:26][C:24]([NH:25][C:7](=[O:8])[C:6]2[CH:10]=[CH:11][CH:12]=[C:4]([O:3][C:2]([F:14])([F:13])[F:1])[CH:5]=2)=[CH:23][C:22]=1[C:17]1[N:18]([CH3:21])[N:19]=[CH:20][C:16]=1[Br:15]. The yield is 0.810.